Dataset: Catalyst prediction with 721,799 reactions and 888 catalyst types from USPTO. Task: Predict which catalyst facilitates the given reaction. (1) Reactant: F[C:2]1[CH:11]=[CH:10][C:5]([C:6]([O:8][CH3:9])=[O:7])=[CH:4][C:3]=1[N+:12]([O-:14])=[O:13].C(N(C(C)C)C(C)C)C.[NH2:24][CH2:25][C@H:26]1[CH2:30][CH2:29][CH2:28][N:27]1[C:31]([O:33][C:34]([CH3:37])([CH3:36])[CH3:35])=[O:32]. Product: [CH3:9][O:8][C:6]([C:5]1[CH:10]=[CH:11][C:2]([NH:24][CH2:25][C@H:26]2[CH2:30][CH2:29][CH2:28][N:27]2[C:31]([O:33][C:34]([CH3:37])([CH3:36])[CH3:35])=[O:32])=[C:3]([N+:12]([O-:14])=[O:13])[CH:4]=1)=[O:7]. The catalyst class is: 23. (2) Reactant: [H-].[Na+].[CH:3]([N:6]1[CH2:11][CH2:10][CH:9]([CH:12]=O)[CH2:8][CH2:7]1)([CH3:5])[CH3:4].[OH2:14].[O:15]1[CH2:19][CH2:18][CH2:17][CH2:16]1. Product: [CH:3]([N:6]1[CH2:7][CH2:8][CH:9]([CH:12]=[CH:17][C:16]([O:15][CH2:19][CH3:18])=[O:14])[CH2:10][CH2:11]1)([CH3:4])[CH3:5]. The catalyst class is: 27. (3) Reactant: Cl[C:2]1[C:11]2[C:6](=[CH:7][C:8]([O:14][CH2:15][CH2:16][CH2:17][CH:18]3[CH2:23][CH2:22][CH2:21][NH:20][CH2:19]3)=[C:9]([O:12][CH3:13])[CH:10]=2)[N:5]=[CH:4][C:3]=1[C:24]#[N:25].Cl.[CH3:27][CH:28]([O:30][C:31]1[CH:36]=[CH:35][C:34]([NH:37][C:38]([N:40]2[CH2:45][CH2:44][NH:43][CH2:42][CH2:41]2)=[O:39])=[CH:33][CH:32]=1)[CH3:29]. Product: [C:24]([C:3]1[CH:4]=[N:5][C:6]2[C:11]([C:2]=1[N:43]1[CH2:42][CH2:41][N:40]([C:38]([NH:37][C:34]3[CH:35]=[CH:36][C:31]([O:30][CH:28]([CH3:29])[CH3:27])=[CH:32][CH:33]=3)=[O:39])[CH2:45][CH2:44]1)=[CH:10][C:9]([O:12][CH3:13])=[C:8]([O:14][CH2:15][CH2:16][CH2:17][CH:18]1[CH2:23][CH2:22][CH2:21][NH:20][CH2:19]1)[CH:7]=2)#[N:25]. The catalyst class is: 3. (4) Reactant: [Si]([O:8][CH2:9][C:10]1[N:11]=[C:12]([C:15]2[CH:24]=[CH:23][C:18]([C:19]([O:21][CH3:22])=[O:20])=[CH:17][CH:16]=2)[S:13][CH:14]=1)(C(C)(C)C)(C)C.F.F.F.C(N(CC)CC)C. Product: [OH:8][CH2:9][C:10]1[N:11]=[C:12]([C:15]2[CH:16]=[CH:17][C:18]([C:19]([O:21][CH3:22])=[O:20])=[CH:23][CH:24]=2)[S:13][CH:14]=1. The catalyst class is: 7. (5) Reactant: O=P(Cl)(Cl)Cl.[CH2:6]([N:8]1[C:20]2[CH:19]=[CH:18][CH:17]=[CH:16][C:15]=2[C:14]2[C:9]1=[CH:10][CH:11]=[CH:12][CH:13]=2)[CH3:7].[C:21]([O-:24])(=O)C.[Na+].CN(C)[CH:28]=[O:29]. Product: [CH2:6]([N:8]1[C:20]2[CH:19]=[CH:18][C:17]([CH:28]=[O:29])=[CH:16][C:15]=2[C:14]2[C:9]1=[CH:10][CH:11]=[C:12]([CH:21]=[O:24])[CH:13]=2)[CH3:7]. The catalyst class is: 6. (6) Reactant: [F:1][C:2]1[C:7]([C:8]2[N:9]=[C:10]([CH2:22][N:23](C)[C:24](=O)OC(C)(C)C)[S:11][C:12]=2[S:13]([C:16]2[CH:17]=[N:18][CH:19]=[CH:20][CH:21]=2)(=[O:15])=[O:14])=[CH:6][CH:5]=[CH:4][N:3]=1.C(OCC)(=O)C.C(OCC)(=O)C.Cl. Product: [F:1][C:2]1[C:7]([C:8]2[N:9]=[C:10]([CH2:22][NH:23][CH3:24])[S:11][C:12]=2[S:13]([C:16]2[CH:17]=[N:18][CH:19]=[CH:20][CH:21]=2)(=[O:14])=[O:15])=[CH:6][CH:5]=[CH:4][N:3]=1. The catalyst class is: 41. (7) Reactant: C([N:8]1[CH2:13][CH2:12][NH:11][C@H:10]([CH2:14][OH:15])[CH2:9]1)C1C=CC=CC=1.[H][H].[CH3:30][C:29]([O:28][C:26](O[C:26]([O:28][C:29]([CH3:32])([CH3:31])[CH3:30])=[O:27])=[O:27])([CH3:32])[CH3:31]. Product: [OH:15][CH2:14][C@H:10]1[NH:11][CH2:12][CH2:13][N:8]([C:26]([O:28][C:29]([CH3:30])([CH3:31])[CH3:32])=[O:27])[CH2:9]1. The catalyst class is: 563.